This data is from Tox21: 12 toxicity assays (nuclear receptors and stress response pathways). The task is: Binary classification across 12 toxicity assays. (1) The drug is CC(=O)CC(c1ccccc1)c1c([O-])c2ccccc2oc1=O. It tested positive (active) for: NR-AR (Androgen Receptor agonist activity), NR-AR-LBD (Androgen Receptor Ligand Binding Domain agonist), NR-ER (Estrogen Receptor agonist activity), NR-PPAR-gamma (PPAR-gamma nuclear receptor agonist), and SR-MMP (Mitochondrial Membrane Potential disruption). (2) The compound is O=C1NCC2(CCN(CCc3ccccc3)CC2)O1. It tested positive (active) for: NR-ER (Estrogen Receptor agonist activity).